Task: Predict which catalyst facilitates the given reaction.. Dataset: Catalyst prediction with 721,799 reactions and 888 catalyst types from USPTO (1) Reactant: [CH3:1][C:2]1([CH3:14])[CH2:7][CH2:6][CH:5](O)[CH:4]=[C:3]1[CH2:9][CH2:10][CH2:11][CH:12]=[CH2:13].C(O)=[O:16]. Product: [CH3:1][C:2]1([CH3:14])[C:3]2([CH2:13][CH:12]([OH:16])[CH2:11][CH2:10][CH2:9]2)[CH:4]=[CH:5][CH2:6][CH2:7]1. The catalyst class is: 6. (2) Reactant: F[C:2]1[CH:10]=[CH:9][C:5]([C:6]([OH:8])=[O:7])=[CH:4][C:3]=1[N+:11]([O-:13])=[O:12].[NH2:14][C:15]1[CH:20]=[CH:19][CH:18]=[CH:17][CH:16]=1.CN1CCOCC1. Product: [NH:14]([C:2]1[CH:10]=[CH:9][C:5]([C:6]([OH:8])=[O:7])=[CH:4][C:3]=1[N+:11]([O-:13])=[O:12])[C:15]1[CH:20]=[CH:19][CH:18]=[CH:17][CH:16]=1. The catalyst class is: 141.